Dataset: Forward reaction prediction with 1.9M reactions from USPTO patents (1976-2016). Task: Predict the product of the given reaction. (1) Given the reactants [Cl-].[CH2:2]([N+:9]1[CH:14]=[CH:13][C:12]([C:15]([CH:17]2[CH2:25][C:24]3[C:19](=[CH:20][C:21]([O:28][CH3:29])=[C:22]([O:26][CH3:27])[CH:23]=3)[C:18]2=[O:30])=[O:16])=[CH:11][CH:10]=1)[C:3]1[CH:8]=[CH:7][CH:6]=[CH:5][CH:4]=1, predict the reaction product. The product is: [CH2:2]([N:9]1[CH2:14][CH2:13][CH:12]([CH:15]([OH:16])[CH:17]2[CH2:25][C:24]3[C:19](=[CH:20][C:21]([O:28][CH3:29])=[C:22]([O:26][CH3:27])[CH:23]=3)[C:18]2=[O:30])[CH2:11][CH2:10]1)[C:3]1[CH:4]=[CH:5][CH:6]=[CH:7][CH:8]=1. (2) Given the reactants [CH3:1][S:2][C:3]1[CH:11]=[CH:10][C:6]([C:7]([OH:9])=O)=[CH:5][CH:4]=1.[CH3:12][O:13][C:14](=[O:21])[C@H:15]([CH2:17][CH:18]([CH3:20])[CH3:19])[NH2:16], predict the reaction product. The product is: [CH3:19][CH:18]([CH3:20])[CH2:17][C@@H:15]([NH:16][C:7](=[O:9])[C:6]1[CH:5]=[CH:4][C:3]([S:2][CH3:1])=[CH:11][CH:10]=1)[C:14]([O:13][CH3:12])=[O:21].